Task: Predict the reactants needed to synthesize the given product.. Dataset: Full USPTO retrosynthesis dataset with 1.9M reactions from patents (1976-2016) (1) Given the product [C:2]1([OH:1])[C:11]2[CH2:10][CH:9]([OH:12])[CH2:8][CH2:7][C:6]=2[CH:5]=[CH:4][CH:3]=1, predict the reactants needed to synthesize it. The reactants are: [OH:1][C:2]1[CH:3]=[CH:4][CH:5]=[C:6]2[C:11]=1[CH2:10][C:9](=[O:12])[CH2:8][CH2:7]2.[BH4-].[Na+]. (2) Given the product [CH2:1]([N:4]1[CH2:5][CH2:6][N:7]([C:10]2[N:15]=[CH:14][C:13]([NH:16][S:26]([C:23]3[CH:24]=[CH:25][C:20]([CH:17]([CH3:19])[CH3:18])=[CH:21][CH:22]=3)(=[O:28])=[O:27])=[CH:12][CH:11]=2)[CH2:8][CH2:9]1)[CH:2]=[CH2:3], predict the reactants needed to synthesize it. The reactants are: [CH2:1]([N:4]1[CH2:9][CH2:8][N:7]([C:10]2[N:15]=[CH:14][C:13]([NH2:16])=[CH:12][CH:11]=2)[CH2:6][CH2:5]1)[CH:2]=[CH2:3].[CH:17]([C:20]1[CH:25]=[CH:24][C:23]([S:26](Cl)(=[O:28])=[O:27])=[CH:22][CH:21]=1)([CH3:19])[CH3:18].C(N(CC)CC)C. (3) The reactants are: [CH3:1][NH:2][CH2:3][CH2:4][CH:5]([O:11][C:12]1[C:21]2[C:16](=[CH:17][CH:18]=[CH:19][CH:20]=2)[CH:15]=[CH:14][CH:13]=1)[C:6]1[S:7][CH:8]=[CH:9][CH:10]=1.[C:22]([OH:32])(=[O:31])[CH:23]([C:25]1[CH:30]=[CH:29][CH:28]=[CH:27][CH:26]=1)[OH:24]. Given the product [C:22]([OH:32])(=[O:31])[CH:23]([C:25]1[CH:30]=[CH:29][CH:28]=[CH:27][CH:26]=1)[OH:24].[CH3:1][NH:2][CH2:3][CH2:4][CH:5]([O:11][C:12]1[C:21]2[C:16](=[CH:17][CH:18]=[CH:19][CH:20]=2)[CH:15]=[CH:14][CH:13]=1)[C:6]1[S:7][CH:8]=[CH:9][CH:10]=1, predict the reactants needed to synthesize it. (4) Given the product [F:1][C:2]1[CH:7]=[CH:6][C:5]([CH:8]([C:15]2[C:23]3[C:18](=[C:19]([CH2:24][S:25][CH3:26])[CH:20]=[CH:21][CH:22]=3)[NH:17][CH:16]=2)[CH2:9][CH2:10][OH:11])=[C:4]([CH3:27])[CH:3]=1, predict the reactants needed to synthesize it. The reactants are: [F:1][C:2]1[CH:7]=[CH:6][C:5]([CH:8]([C:15]2[C:23]3[C:18](=[C:19]([CH2:24][S:25][CH3:26])[CH:20]=[CH:21][CH:22]=3)[NH:17][CH:16]=2)[CH2:9][C:10](OCC)=[O:11])=[C:4]([CH3:27])[CH:3]=1.[H-].[Al+3].[Li+].[H-].[H-].[H-].Cl. (5) Given the product [C:63]([C:61]1[S:62][C:58]([CH2:57][C:54]2[S:55][CH:56]=[C:52]([NH:51][C:16]([C:11]3[N:12]=[C:13]([CH3:15])[O:14][C:10]=3[C:6]3[CH:7]=[CH:8][CH:9]=[C:4]([Cl:3])[CH:5]=3)=[O:18])[N:53]=2)=[CH:59][CH:60]=1)(=[O:65])[CH3:64], predict the reactants needed to synthesize it. The reactants are: N#N.[Cl:3][C:4]1[CH:5]=[C:6]([C:10]2[O:14][C:13]([CH3:15])=[N:12][C:11]=2[C:16]([OH:18])=O)[CH:7]=[CH:8][CH:9]=1.C1C=CC2N(O)N=NC=2C=1.CCN=C=NCCCN(C)C.Cl.CCN(C(C)C)C(C)C.Cl.[NH2:51][C:52]1[N:53]=[C:54]([CH2:57][C:58]2[S:62][C:61]([C:63](=[O:65])[CH3:64])=[CH:60][CH:59]=2)[S:55][CH:56]=1. (6) Given the product [N+:1]1([O-:20])[CH:6]=[CH:5][CH:4]=[C:3]2[CH2:7][CH2:8][CH2:9][CH2:10][CH2:11][C:2]=12, predict the reactants needed to synthesize it. The reactants are: [N:1]1[CH:6]=[CH:5][CH:4]=[C:3]2[CH2:7][CH2:8][CH2:9][CH2:10][CH2:11][C:2]=12.C1C=C(Cl)C=C(C(OO)=[O:20])C=1. (7) Given the product [CH3:1][C@@H:2]1[N:7]2[C:8]3[C:17]4[CH2:16][CH2:15][CH2:14][CH2:13][C:12]=4[N:11]=[C:10]([NH2:18])[C:9]=3[N:19]=[C:6]2[CH2:5][O:4][CH2:3]1, predict the reactants needed to synthesize it. The reactants are: [CH3:1][C@@H:2]1[N:7]2[C:8]3[C:17]4[C:12](=[CH:13][CH:14]=[CH:15][CH:16]=4)[N:11]=[C:10]([NH2:18])[C:9]=3[N:19]=[C:6]2[CH2:5][O:4][CH2:3]1.C(Cl)(Cl)Cl.